Dataset: Catalyst prediction with 721,799 reactions and 888 catalyst types from USPTO. Task: Predict which catalyst facilitates the given reaction. Reactant: [C:1]([C@@H:3]([NH:6][C:7]([C@@H:9]1[CH2:14][CH2:13][CH2:12][CH2:11][C@@H:10]1[NH:15][C:16]([C:18]1[N:19]([CH3:27])[C:20]2[C:25]([CH:26]=1)=[CH:24][CH:23]=[CH:22][CH:21]=2)=[O:17])=[O:8])[CH2:4][OH:5])#[N:2].F[B-](F)(F)F.[CH3:33][O+](C)C.CN(C1C2C(N(C)C)=CC=CC=2C=CC=1)C. Product: [C:1]([C@@H:3]([NH:6][C:7]([C@@H:9]1[CH2:14][CH2:13][CH2:12][CH2:11][C@@H:10]1[NH:15][C:16]([C:18]1[N:19]([CH3:27])[C:20]2[C:25]([CH:26]=1)=[CH:24][CH:23]=[CH:22][CH:21]=2)=[O:17])=[O:8])[CH2:4][O:5][CH3:33])#[N:2]. The catalyst class is: 4.